From a dataset of HIV replication inhibition screening data with 41,000+ compounds from the AIDS Antiviral Screen. Binary Classification. Given a drug SMILES string, predict its activity (active/inactive) in a high-throughput screening assay against a specified biological target. The drug is O=C(c1ccccc1)C1CC(Sc2ccccc2)c2cc(Cl)ccc2N1. The result is 0 (inactive).